This data is from Catalyst prediction with 721,799 reactions and 888 catalyst types from USPTO. The task is: Predict which catalyst facilitates the given reaction. (1) Reactant: Br[C:2]1[CH:20]=[CH:19][C:18]([N+:21]([O-:23])=[O:22])=[CH:17][C:3]=1[CH2:4][N:5]([CH3:16])[C:6](=[O:15])[O:7][CH2:8][C:9]1[CH:14]=[CH:13][CH:12]=[CH:11][CH:10]=1.N1CCC[C@H]1C(O)=O.C(=O)([O-])[O-].[Cs+].[Cs+].[C:38]([CH2:40][C:41]([O:43][CH2:44][CH3:45])=[O:42])#[N:39]. Product: [CH2:8]([O:7][C:6]([N:5]([CH2:4][C:3]1[CH:17]=[C:18]([N+:21]([O-:23])=[O:22])[CH:19]=[CH:20][C:2]=1[CH:40]([C:38]#[N:39])[C:41]([O:43][CH2:44][CH3:45])=[O:42])[CH3:16])=[O:15])[C:9]1[CH:14]=[CH:13][CH:12]=[CH:11][CH:10]=1. The catalyst class is: 156. (2) Reactant: [F:1][C:2]([F:12])([F:11])[O:3][C:4]1[CH:10]=[CH:9][C:7]([NH2:8])=[CH:6][CH:5]=1.C[Al](C)C.[NH2:17][C:18]1[CH:22]=[CH:21][S:20][C:19]=1[C:23](OC)=[O:24].C(=O)(O)[O-].[Na+]. Product: [F:1][C:2]([F:11])([F:12])[O:3][C:4]1[CH:10]=[CH:9][C:7]([NH:8][C:23]([C:19]2[S:20][CH:21]=[CH:22][C:18]=2[NH2:17])=[O:24])=[CH:6][CH:5]=1. The catalyst class is: 11. (3) Reactant: Cl.[CH2:2]([NH:5][CH:6]([CH2:12][C:13]1[CH:18]=[CH:17][C:16]([O:19][CH2:20][CH2:21][NH:22][C:23](=[O:36])[C:24]2[CH:29]=[CH:28][C:27]([C:30]3[CH:35]=[CH:34][CH:33]=[CH:32][N:31]=3)=[CH:26][CH:25]=2)=[CH:15][CH:14]=1)[C:7]([O:9]CC)=[O:8])[CH2:3][CH3:4].[OH-].[Na+]. Product: [CH2:2]([NH:5][CH:6]([CH2:12][C:13]1[CH:14]=[CH:15][C:16]([O:19][CH2:20][CH2:21][NH:22][C:23](=[O:36])[C:24]2[CH:25]=[CH:26][C:27]([C:30]3[CH:35]=[CH:34][CH:33]=[CH:32][N:31]=3)=[CH:28][CH:29]=2)=[CH:17][CH:18]=1)[C:7]([OH:9])=[O:8])[CH2:3][CH3:4]. The catalyst class is: 5.